The task is: Predict the product of the given reaction.. This data is from Forward reaction prediction with 1.9M reactions from USPTO patents (1976-2016). (1) Given the reactants C[O:2][C:3]([C:5]1[CH:6]=[CH:7][C:8]([C:11]([OH:13])=O)=[N:9][CH:10]=1)=[O:4].[CH3:14][CH:15]([CH3:19])[CH2:16][CH2:17][NH2:18], predict the reaction product. The product is: [CH3:14][CH:15]([CH3:19])[CH2:16][CH2:17][NH:18][C:11]([C:8]1[CH:7]=[CH:6][C:5]([C:3]([OH:2])=[O:4])=[CH:10][N:9]=1)=[O:13]. (2) Given the reactants [CH3:1][N:2]1[CH2:7][CH2:6][CH:5]([OH:8])[CH2:4][CH2:3]1.CCN(CC)CC.[CH3:16][S:17](Cl)(=[O:19])=[O:18], predict the reaction product. The product is: [CH3:16][S:17]([O:8][CH:5]1[CH2:6][CH2:7][N:2]([CH3:1])[CH2:3][CH2:4]1)(=[O:19])=[O:18]. (3) Given the reactants [C:1]1([CH:7]([C:11]2[CH:16]=[CH:15][CH:14]=[CH:13][CH:12]=2)[CH:8]=[N:9]O)[CH:6]=[CH:5][CH:4]=[CH:3][CH:2]=1.[H-].[H-].[H-].[H-].[Li+].[Al+3].O.O.O.O.O.O.O.O.O.O.S([O-])([O-])(=O)=O.[Na+].[Na+], predict the reaction product. The product is: [C:11]1([CH:7]([C:1]2[CH:2]=[CH:3][CH:4]=[CH:5][CH:6]=2)[CH2:8][NH2:9])[CH:12]=[CH:13][CH:14]=[CH:15][CH:16]=1.